Predict which catalyst facilitates the given reaction. From a dataset of Catalyst prediction with 721,799 reactions and 888 catalyst types from USPTO. (1) Reactant: [Cl:1][C:2]1[CH:3]=[C:4]2[C:8](=[CH:9][CH:10]=1)[NH:7][C:6](=[O:11])[C:5]2=[CH:12][C:13]1[O:17][C:16]([C:18]2[CH:26]=[CH:25][C:21]([C:22](O)=[O:23])=[CH:20][C:19]=2[F:27])=[CH:15][CH:14]=1.CN(C(ON1N=NC2C=CC=CC1=2)=[N+](C)C)C.F[P-](F)(F)(F)(F)F.CCN(C(C)C)C(C)C.[CH3:61][N:62]1[CH2:68][CH2:67][CH2:66][NH:65][CH2:64][CH2:63]1. Product: [Cl:1][C:2]1[CH:3]=[C:4]2[C:8](=[CH:9][CH:10]=1)[NH:7][C:6](=[O:11])[C:5]2=[CH:12][C:13]1[O:17][C:16]([C:18]2[CH:26]=[CH:25][C:21]([C:22]([N:65]3[CH2:66][CH2:67][CH2:68][N:62]([CH3:61])[CH2:63][CH2:64]3)=[O:23])=[CH:20][C:19]=2[F:27])=[CH:15][CH:14]=1. The catalyst class is: 3. (2) Product: [N:62]1([C:59]([O:70][CH2:69][CH:71]2[C:45]3[C:44](=[CH:49][CH:48]=[CH:47][CH:46]=3)[C:78]3[C:73]2=[CH:74][CH:75]=[CH:76][CH:77]=3)=[O:83])[CH2:63][CH2:64][CH2:67][C@H:65]1[C:9]([N:1]1[CH2:8][CH2:7][CH2:6][C@H:2]1[C:3]([OH:5])=[O:4])=[O:10]. Reactant: [N:1]1([C:9](OCC2C3C(=CC=CC=3)C3C2=CC=CC=3)=[O:10])[CH2:8][CH2:7][CH2:6][C@H:2]1[C:3]([OH:5])=[O:4].C1CN([P+](ON2N=N[C:45]3[CH:46]=[CH:47][CH:48]=[CH:49][C:44]2=3)(N2CCCC2)N2CCCC2)CC1.F[P-](F)(F)(F)(F)F.[CH:59]([N:62]([CH:65]([CH3:67])C)[CH2:63][CH3:64])(C)C.N1[C:78]2[C:73](=[CH:74][CH:75]=[CH:76][CH:77]=2)[C:71](=O)[C:69]1=[O:70].CN(C=[O:83])C. The catalyst class is: 2. (3) Reactant: [OH-].[K+].[NH:3]1[CH2:8][CH2:7][CH2:6][CH2:5][C:4]1=[O:9].[CH3:10][O:11][C:12]1[CH:19]=[CH:18][C:15]([CH2:16]Cl)=[CH:14][CH:13]=1. Product: [CH3:10][O:11][C:12]1[CH:19]=[CH:18][C:15]([CH2:16][N:3]2[CH2:8][CH2:7][CH2:6][CH2:5][C:4]2=[O:9])=[CH:14][CH:13]=1. The catalyst class is: 596. (4) Reactant: [CH2:1]([O:10][C:11]1[N:12]=[C:13]2[C:17](=[CH:18][CH:19]=1)[NH:16][CH:15]=[CH:14]2)[CH2:2][CH2:3][CH2:4][CH2:5][CH2:6][CH2:7][CH2:8][CH3:9].[NH2:20]N.[CH3:22][CH2:23]O. Product: [NH2:20][CH2:23][CH2:22][C:15]1[NH:16][C:17]2[C:13]([CH:14]=1)=[N:12][C:11]([O:10][CH2:1][CH2:2][CH2:3][CH2:4][CH2:5][CH2:6][CH2:7][CH2:8][CH3:9])=[CH:19][CH:18]=2. The catalyst class is: 2. (5) Reactant: Cl[C:2]1[N:3]=[N:4][CH:5]=[C:6]([C:8]([N:10]2[CH2:15][CH2:14][CH2:13][CH:12]([C:16]3[CH:21]=[CH:20][C:19]([Cl:22])=[CH:18][C:17]=3[C:23]([F:26])([F:25])[F:24])[CH2:11]2)=[O:9])[CH:7]=1.[CH3:27][NH:28][CH3:29]. Product: [Cl:22][C:19]1[CH:20]=[CH:21][C:16]([CH:12]2[CH2:13][CH2:14][CH2:15][N:10]([C:8]([C:6]3[CH:7]=[C:2]([N:28]([CH3:29])[CH3:27])[N:3]=[N:4][CH:5]=3)=[O:9])[CH2:11]2)=[C:17]([C:23]([F:26])([F:25])[F:24])[CH:18]=1. The catalyst class is: 51. (6) Reactant: [Cl:1][C:2]1[CH:7]=[C:6]([O:8]C)[CH:5]=[CH:4][C:3]=1[CH:10]([CH3:24])[C:11]([C:17]1[C:22](C)=[N:21][CH:20]=[CH:19][N:18]=1)([OH:16])[C:12]([F:15])([F:14])[F:13].[C:25]([O-])([O-])=O.[Na+].[Na+]. Product: [Cl:1][C:2]1[CH:7]=[C:6]([OH:8])[CH:5]=[CH:4][C:3]=1[CH:10]([CH3:24])[C:11]([OH:16])([C:17]1[CH:22]=[N:21][C:20]([CH3:25])=[CH:19][N:18]=1)[C:12]([F:13])([F:15])[F:14]. The catalyst class is: 201. (7) Reactant: [CH3:1][O:2][C:3](=[O:14])[C:4]1[CH:9]=[C:8](I)[C:7]([CH3:11])=[CH:6][C:5]=1[O:12][CH3:13].C([O-])(=O)C.[K+].[B:20]1([B:20]2[O:24][C:23]([CH3:26])([CH3:25])[C:22]([CH3:28])([CH3:27])[O:21]2)[O:24][C:23]([CH3:26])([CH3:25])[C:22]([CH3:28])([CH3:27])[O:21]1.CS(C)=O. Product: [CH3:1][O:2][C:3](=[O:14])[C:4]1[CH:9]=[C:8]([B:20]2[O:24][C:23]([CH3:26])([CH3:25])[C:22]([CH3:28])([CH3:27])[O:21]2)[C:7]([CH3:11])=[CH:6][C:5]=1[O:12][CH3:13]. The catalyst class is: 13.